This data is from NCI-60 drug combinations with 297,098 pairs across 59 cell lines. The task is: Regression. Given two drug SMILES strings and cell line genomic features, predict the synergy score measuring deviation from expected non-interaction effect. (1) Drug 1: CC1=C2C(C(=O)C3(C(CC4C(C3C(C(C2(C)C)(CC1OC(=O)C(C(C5=CC=CC=C5)NC(=O)OC(C)(C)C)O)O)OC(=O)C6=CC=CC=C6)(CO4)OC(=O)C)O)C)O. Drug 2: C(=O)(N)NO. Cell line: NCI-H460. Synergy scores: CSS=26.9, Synergy_ZIP=0.292, Synergy_Bliss=-1.68, Synergy_Loewe=-41.8, Synergy_HSA=-7.31. (2) Drug 1: CCCS(=O)(=O)NC1=C(C(=C(C=C1)F)C(=O)C2=CNC3=C2C=C(C=N3)C4=CC=C(C=C4)Cl)F. Drug 2: C1=NC(=NC(=O)N1C2C(C(C(O2)CO)O)O)N. Cell line: T-47D. Synergy scores: CSS=3.53, Synergy_ZIP=1.58, Synergy_Bliss=5.43, Synergy_Loewe=2.45, Synergy_HSA=2.70. (3) Drug 1: CC=C1C(=O)NC(C(=O)OC2CC(=O)NC(C(=O)NC(CSSCCC=C2)C(=O)N1)C(C)C)C(C)C. Drug 2: CC1C(C(CC(O1)OC2CC(CC3=C2C(=C4C(=C3O)C(=O)C5=C(C4=O)C(=CC=C5)OC)O)(C(=O)CO)O)N)O.Cl. Cell line: SF-295. Synergy scores: CSS=50.5, Synergy_ZIP=1.12, Synergy_Bliss=-1.17, Synergy_Loewe=-5.21, Synergy_HSA=0.640. (4) Drug 1: CCCCC(=O)OCC(=O)C1(CC(C2=C(C1)C(=C3C(=C2O)C(=O)C4=C(C3=O)C=CC=C4OC)O)OC5CC(C(C(O5)C)O)NC(=O)C(F)(F)F)O. Drug 2: CC12CCC3C(C1CCC2OP(=O)(O)O)CCC4=C3C=CC(=C4)OC(=O)N(CCCl)CCCl.[Na+]. Cell line: K-562. Synergy scores: CSS=64.0, Synergy_ZIP=-3.96, Synergy_Bliss=-9.76, Synergy_Loewe=-7.62, Synergy_HSA=-5.79.